Task: Predict the reaction yield, written as a fraction of the theoretical maximum amount of product (1.0 means a 100% yield; for example, 0.34 means a 34% yield).. Dataset: Reaction yield outcomes from USPTO patents with 853,638 reactions The reactants are [NH2:1][C:2]1[N:7]=[C:6](Cl)[N:5]=[C:4]([O:9][CH2:10][C:11]([NH:13][C:14]2[CH:19]=[CH:18][CH:17]=[C:16]([C:20]([F:23])([F:22])[F:21])[CH:15]=2)=[O:12])[N:3]=1.[CH3:24][S-:25].[Na+]. The catalyst is C(Cl)Cl. The product is [NH2:1][C:2]1[N:7]=[C:6]([S:25][CH3:24])[N:5]=[C:4]([O:9][CH2:10][C:11]([NH:13][C:14]2[CH:19]=[CH:18][CH:17]=[C:16]([C:20]([F:23])([F:22])[F:21])[CH:15]=2)=[O:12])[N:3]=1. The yield is 0.240.